Predict the reaction yield, written as a fraction of the theoretical maximum amount of product (1.0 means a 100% yield; for example, 0.34 means a 34% yield). From a dataset of Reaction yield outcomes from USPTO patents with 853,638 reactions. (1) The reactants are C1CCC(N=C=NC2CCCCC2)CC1.[CH2:16]1[C@@H:20]([CH2:21][CH2:22][CH2:23][CH2:24][C:25]([OH:27])=[O:26])[S:19][S:18][CH2:17]1.[CH3:28][N:29]([CH3:33])[CH2:30][CH2:31]O. The catalyst is C(Cl)Cl.CN(C1C=CN=CC=1)C. The product is [S:18]1[CH2:17][CH2:16][C@@H:20]([CH2:21][CH2:22][CH2:23][CH2:24][C:25]([O:27][CH2:31][CH2:30][N:29]([CH3:33])[CH3:28])=[O:26])[S:19]1. The yield is 0.790. (2) The catalyst is C(O)CCC. The yield is 0.220. The product is [Br:1][C:2]1[C:3]([NH:16][C:17]2[CH:21]=[C:20]([CH3:22])[NH:19][N:18]=2)=[N:4][C:5]([NH:8][CH2:9][CH2:10][C:11]2[O:27][CH:26]=[CH:15][CH:12]=2)=[N:6][CH:7]=1. The reactants are [Br:1][C:2]1[C:3]([NH:16][C:17]2[CH:21]=[C:20]([CH3:22])[NH:19][N:18]=2)=[N:4][C:5]([NH:8][CH2:9][C:10]2ON=[C:12]([CH3:15])[CH:11]=2)=[N:6][CH:7]=1.NCC[C:26]1[O:27]C=CC=1. (3) The reactants are [CH2:1]([C:4]([F:22])([F:21])[C:5]([F:20])([F:19])[C:6]([F:18])([F:17])[C:7]([F:16])([F:15])[C:8]([F:14])([F:13])[C:9]([F:12])([F:11])[F:10])[CH2:2][OH:3].[OH-].[K+].Br[CH2:26][CH2:27][CH2:28][CH2:29][CH2:30][CH2:31][CH2:32][CH2:33][CH2:34][CH:35]=[CH2:36]. The catalyst is CCCCCC. The product is [F:22][C:4]([F:21])([C:5]([F:19])([F:20])[C:6]([F:17])([F:18])[C:7]([F:15])([F:16])[C:8]([F:13])([F:14])[C:9]([F:12])([F:11])[F:10])[CH2:1][CH2:2][O:3][CH2:36][CH2:35][CH2:34][CH2:33][CH2:32][CH2:31][CH2:30][CH2:29][CH2:28][CH:27]=[CH2:26]. The yield is 0.640. (4) The reactants are [CH2:1]([O:3][C:4](=[O:17])[CH2:5][N:6]1[C:14]2[C:9](=[CH:10][C:11]([F:15])=[CH:12][CH:13]=2)[CH:8]=[C:7]1[CH3:16])[CH3:2].[C:18]1([S:24]([C:27]2[CH:28]=[C:29]([CH:32]=[CH:33][N:34]=2)C=O)(=[O:26])=[O:25])[CH:23]=[CH:22][CH:21]=[CH:20][CH:19]=1.[Si](OS(C(F)(F)F)(=O)=O)(C)(C)[CH3:36].C([SiH](CC)CC)C. The catalyst is ClCCl. The product is [CH2:1]([O:3][C:4](=[O:17])[CH2:5][N:6]1[C:14]2[C:9](=[CH:10][C:11]([F:15])=[CH:12][CH:13]=2)[C:8]([CH2:36][C:28]2[C:27]([S:24]([C:18]3[CH:19]=[CH:20][CH:21]=[CH:22][CH:23]=3)(=[O:25])=[O:26])=[N:34][CH:33]=[CH:32][CH:29]=2)=[C:7]1[CH3:16])[CH3:2]. The yield is 0.640. (5) The reactants are [CH3:1][O:2][C:3](=[O:46])[C:4]1[CH:9]=[CH:8][C:7]([CH2:10][N:11]2[CH:15]=[C:14]([C:16]3[CH:21]=[CH:20][C:19]([Cl:22])=[CH:18][C:17]=3[Cl:23])[N:13]=[C:12]2/[CH:24]=[CH:25]/[C:26]2[CH:31]=[CH:30][C:29]([C:32]3[CH:37]=[CH:36][C:35]([O:38][C:39]4[CH:44]=[CH:43][C:42]([NH2:45])=[CH:41][CH:40]=4)=[CH:34][CH:33]=3)=[CH:28][CH:27]=2)=[CH:6][CH:5]=1.[CH3:47][S:48](Cl)(=[O:50])=[O:49]. No catalyst specified. The product is [CH3:1][O:2][C:3](=[O:46])[C:4]1[CH:9]=[CH:8][C:7]([CH2:10][N:11]2[CH:15]=[C:14]([C:16]3[CH:21]=[CH:20][C:19]([Cl:22])=[CH:18][C:17]=3[Cl:23])[N:13]=[C:12]2/[CH:24]=[CH:25]/[C:26]2[CH:31]=[CH:30][C:29]([C:32]3[CH:37]=[CH:36][C:35]([O:38][C:39]4[CH:40]=[CH:41][C:42]([NH:45][S:48]([CH3:47])(=[O:50])=[O:49])=[CH:43][CH:44]=4)=[CH:34][CH:33]=3)=[CH:28][CH:27]=2)=[CH:6][CH:5]=1. The yield is 0.570. (6) The reactants are [NH2:1][C:2]1[O:6][N:5]=[C:4]([CH3:7])[CH:3]=1.[H-].[Na+].[F:10][C:11]([F:22])([F:21])[C:12]1[C:17]([C:18](Cl)=[O:19])=[CH:16][N:15]=[CH:14][CH:13]=1.C(OCC)(=O)C.CCCCCC. The catalyst is CN(C)C=O. The product is [CH3:7][C:4]1[CH:3]=[C:2]([NH:1][C:18](=[O:19])[C:17]2[C:12]([C:11]([F:22])([F:10])[F:21])=[CH:13][CH:14]=[N:15][CH:16]=2)[O:6][N:5]=1. The yield is 0.440.